Dataset: Forward reaction prediction with 1.9M reactions from USPTO patents (1976-2016). Task: Predict the product of the given reaction. (1) Given the reactants [CH3:1][C@@H:2]1[NH:8][CH2:7][C:6]2[CH:9]=[CH:10][C:11]([C:13]([O:15][CH3:16])=[O:14])=[CH:12][C:5]=2[O:4][CH2:3]1.Br[C:18]1[CH:23]=[CH:22][CH:21]=[CH:20][C:19]=1[CH3:24].C([O-])([O-])=O.[Cs+].[Cs+].C1C=CC(P(C2C(C3C(P(C4C=CC=CC=4)C4C=CC=CC=4)=CC=C4C=3C=CC=C4)=C3C(C=CC=C3)=CC=2)C2C=CC=CC=2)=CC=1, predict the reaction product. The product is: [CH3:1][C@@H:2]1[N:8]([C:18]2[CH:23]=[CH:22][CH:21]=[CH:20][C:19]=2[CH3:24])[CH2:7][C:6]2[CH:9]=[CH:10][C:11]([C:13]([O:15][CH3:16])=[O:14])=[CH:12][C:5]=2[O:4][CH2:3]1. (2) Given the reactants [CH:1]1([CH:7]([C:9]2[C:10]([CH2:24][CH3:25])=[N:11][N:12]([C:14]3[CH:19]=[CH:18][C:17]([C:20]([F:23])([F:22])[F:21])=[CH:16][CH:15]=3)[CH:13]=2)O)[CH2:6][CH2:5][CH2:4][CH2:3][CH2:2]1.[NH2:26][C:27]1[CH:32]=[CH:31][C:30]([C:33]([NH:35][CH2:36][CH2:37][C:38]([O:40]CC)=[O:39])=[O:34])=[CH:29][CH:28]=1, predict the reaction product. The product is: [CH:1]1([CH:7]([NH:26][C:27]2[CH:28]=[CH:29][C:30]([C:33]([NH:35][CH2:36][CH2:37][C:38]([OH:40])=[O:39])=[O:34])=[CH:31][CH:32]=2)[C:9]2[C:10]([CH2:24][CH3:25])=[N:11][N:12]([C:14]3[CH:19]=[CH:18][C:17]([C:20]([F:23])([F:22])[F:21])=[CH:16][CH:15]=3)[CH:13]=2)[CH2:6][CH2:5][CH2:4][CH2:3][CH2:2]1. (3) Given the reactants Cl.[NH2:2][C@@H:3]1[CH2:8][CH2:7][C@H:6]([NH:9][C:10](=[O:25])[CH2:11][NH:12][C:13](=[O:24])[C:14]2[CH:19]=[CH:18][CH:17]=[C:16]([C:20]([F:23])([F:22])[F:21])[CH:15]=2)[CH2:5][CH2:4]1.O[C:27]1([C:34]2[CH:39]=[CH:38][CH:37]=[CH:36][CH:35]=2)[CH2:32][CH2:31][C:30](=O)[CH2:29][CH2:28]1.C(O[BH-](OC(=O)C)OC(=O)C)(=O)C.[Na+].C(=O)(O)[O-].[Na+], predict the reaction product. The product is: [O:25]=[C:10]([NH:9][C@H:6]1[CH2:5][CH2:4][C@@H:3]([NH:2][CH:37]2[CH2:38][CH2:39][C:34]([C:27]3[CH:32]=[CH:31][CH:30]=[CH:29][CH:28]=3)=[CH:35][CH2:36]2)[CH2:8][CH2:7]1)[CH2:11][NH:12][C:13](=[O:24])[C:14]1[CH:19]=[CH:18][CH:17]=[C:16]([C:20]([F:23])([F:22])[F:21])[CH:15]=1. (4) Given the reactants [NH2:1][C:2]1[N:7]=[C:6](OS(C(F)(F)F)(=O)=O)[C:5]([N+:16]([O-:18])=[O:17])=[C:4]([C:19]2[O:20][CH:21]=[CH:22][CH:23]=2)[N:3]=1.[CH3:24][S-:25].[Na+], predict the reaction product. The product is: [O:20]1[CH:21]=[CH:22][CH:23]=[C:19]1[C:4]1[C:5]([N+:16]([O-:18])=[O:17])=[C:6]([S:25][CH3:24])[N:7]=[C:2]([NH2:1])[N:3]=1.